Dataset: Forward reaction prediction with 1.9M reactions from USPTO patents (1976-2016). Task: Predict the product of the given reaction. (1) Given the reactants [F:1][C:2]([F:23])([F:22])[O:3][C:4]1[CH:9]=[CH:8][C:7]([N:10]2[CH2:14][CH2:13][C:12]3([CH2:19][CH2:18][NH:17][C:16](=[O:20])[CH2:15]3)[C:11]2=[O:21])=[CH:6][CH:5]=1.[CH3:24][CH:25]([CH3:31])[CH2:26][S:27](Cl)(=[O:29])=[O:28], predict the reaction product. The product is: [CH3:24][CH:25]([CH3:31])[CH2:26][S:27]([N:17]1[CH2:18][CH2:19][C:12]2([C:11](=[O:21])[N:10]([C:7]3[CH:8]=[CH:9][C:4]([O:3][C:2]([F:1])([F:22])[F:23])=[CH:5][CH:6]=3)[CH2:14][CH2:13]2)[CH2:15][C:16]1=[O:20])(=[O:29])=[O:28]. (2) Given the reactants [C:1]([C:4]12[CH2:11][CH2:10][C:7]([NH:12][CH2:13][C:14]([N:16]3[CH2:20][C@@H:19]([F:21])[CH2:18][C@H:17]3[C:22]#[N:23])=[O:15])([CH2:8][CH2:9]1)[CH2:6][CH2:5]2)([OH:3])=O.[CH:24]1[CH:29]=[CH:28][C:27]([CH2:30][C:31]2[CH:36]=[CH:35][C:34]([NH2:37])=[CH:33][CH:32]=2)=[CH:26][CH:25]=1, predict the reaction product. The product is: [F:21][C@@H:19]1[CH2:20][N:16]([C:14](=[O:15])[CH2:13][NH:12][C:7]23[CH2:10][CH2:11][C:4]([C:1]([NH:37][C:34]4[CH:33]=[CH:32][C:31]([CH2:30][C:27]5[CH:26]=[CH:25][CH:24]=[CH:29][CH:28]=5)=[CH:36][CH:35]=4)=[O:3])([CH2:5][CH2:6]2)[CH2:9][CH2:8]3)[C@H:17]([C:22]#[N:23])[CH2:18]1. (3) Given the reactants [CH3:1][NH2:2].[C:3]([O:7][C:8]([N:10]1[CH2:15][CH2:14][C:13]([C:18]2[CH:23]=[CH:22][C:21]([Cl:24])=[CH:20][CH:19]=2)([CH:16]=O)[CH2:12][CH2:11]1)=[O:9])([CH3:6])([CH3:5])[CH3:4].[BH4-].[Na+], predict the reaction product. The product is: [C:3]([O:7][C:8]([N:10]1[CH2:15][CH2:14][C:13]([C:18]2[CH:23]=[CH:22][C:21]([Cl:24])=[CH:20][CH:19]=2)([CH2:16][NH:2][CH3:1])[CH2:12][CH2:11]1)=[O:9])([CH3:6])([CH3:5])[CH3:4]. (4) Given the reactants [Cl:1][C:2]1[C:3]([N:8]2[C:12]([C:13]([O:15][CH3:16])=[O:14])=[CH:11][C:10]([CH2:17]OS(C)(=O)=O)=[N:9]2)=[N:4][CH:5]=[CH:6][CH:7]=1.C(=O)([O-])[O-].[K+].[K+].[F:29][C:30]([F:41])([F:40])[C:31]1[CH:35]=[C:34]([C:36]([F:39])([F:38])[F:37])[NH:33][N:32]=1, predict the reaction product. The product is: [F:39][C:36]([F:37])([F:38])[C:34]1[CH:35]=[C:31]([C:30]([F:29])([F:40])[F:41])[N:32]([CH2:17][C:10]2[CH:11]=[C:12]([C:13]([O:15][CH3:16])=[O:14])[N:8]([C:3]3[C:2]([Cl:1])=[CH:7][CH:6]=[CH:5][N:4]=3)[N:9]=2)[N:33]=1. (5) Given the reactants [N+:1]([C:4]1[CH:24]=[CH:23][C:7]([CH2:8][O:9][C:10]([N:12]2[CH2:17][CH2:16][N:15]3[N:18]=[C:19]([CH2:21][OH:22])[CH:20]=[C:14]3[CH2:13]2)=[O:11])=[CH:6][CH:5]=1)([O-:3])=[O:2], predict the reaction product. The product is: [N+:1]([C:4]1[CH:24]=[CH:23][C:7]([CH2:8][O:9][C:10]([N:12]2[CH2:17][CH2:16][N:15]3[N:18]=[C:19]([CH:21]=[O:22])[CH:20]=[C:14]3[CH2:13]2)=[O:11])=[CH:6][CH:5]=1)([O-:3])=[O:2]. (6) Given the reactants [C:1]1([C:7]2[CH:38]=[CH:37][C:10]([CH2:11][N:12]([C:22](=[O:36])[CH:23]=[CH:24][C:25]3[CH:30]=[CH:29][CH:28]=[C:27]([O:31][C:32]([F:35])([F:34])[F:33])[CH:26]=3)[C:13]3[CH:21]=[CH:20][C:16]([C:17](O)=[O:18])=[CH:15][CH:14]=3)=[CH:9][CH:8]=2)[CH2:6][CH2:5][CH2:4][CH2:3][CH:2]=1.O.ON1C2C=CC=CC=2N=N1.CCN=C=NCCCN(C)C.Cl.[NH2:62][CH2:63][CH2:64][C:65]([O:67][CH3:68])=[O:66].CCN(C(C)C)C(C)C, predict the reaction product. The product is: [CH3:68][O:67][C:65](=[O:66])[CH2:64][CH2:63][NH:62][C:17](=[O:18])[C:16]1[CH:20]=[CH:21][C:13]([N:12]([CH2:11][C:10]2[CH:9]=[CH:8][C:7]([C:1]3[CH2:6][CH2:5][CH2:4][CH2:3][CH:2]=3)=[CH:38][CH:37]=2)[C:22](=[O:36])[CH:23]=[CH:24][C:25]2[CH:30]=[CH:29][CH:28]=[C:27]([O:31][C:32]([F:34])([F:35])[F:33])[CH:26]=2)=[CH:14][CH:15]=1. (7) Given the reactants [CH2:1]([C:5]1(O)[C:11]2([CH2:14][CH2:13][CH2:12]2)[CH:9]2[CH2:10][CH:6]1[CH2:7][CH2:8]2)[CH2:2][CH2:3][CH3:4].C(O)(=O)C.[C-:20]#[N:21].[Na+].S(=O)(=O)(O)O.[H-].[Al+3].[Li+].[H-].[H-].[H-].C1COCC1, predict the reaction product. The product is: [CH2:1]([C:5]12[CH2:11][CH2:12][CH2:13][C:14]1([NH:21][CH3:20])[CH:9]1[CH2:10][CH:6]2[CH2:7][CH2:8]1)[CH2:2][CH2:3][CH3:4]. (8) Given the reactants Br[C:2]1[CH:7]=[CH:6][N:5]=[C:4]([O:8][CH2:9][C:10]2[CH:15]=[CH:14][C:13]([C:16]3[CH:21]=[C:20]([O:22][CH3:23])[CH:19]=[CH:18][C:17]=3[F:24])=[C:12]([C:25]3[C:29]([CH3:31])([CH3:30])[CH2:28][CH2:27][CH:26]=3)[CH:11]=2)[CH:3]=1.[Br-].[CH2:33]([O:35][C:36](=[O:40])[CH2:37][CH2:38][Zn+])[CH3:34], predict the reaction product. The product is: [CH3:30][C:29]1([CH3:31])[C:25]([C:12]2[CH:11]=[C:10]([CH2:9][O:8][C:4]3[CH:3]=[C:2]([CH2:38][CH2:37][C:36]([O:35][CH2:33][CH3:34])=[O:40])[CH:7]=[CH:6][N:5]=3)[CH:15]=[CH:14][C:13]=2[C:16]2[CH:21]=[C:20]([O:22][CH3:23])[CH:19]=[CH:18][C:17]=2[F:24])=[CH:26][CH2:27][CH2:28]1.